Dataset: Blood-brain barrier penetration binary classification data from Martins et al.. Task: Regression/Classification. Given a drug SMILES string, predict its absorption, distribution, metabolism, or excretion properties. Task type varies by dataset: regression for continuous measurements (e.g., permeability, clearance, half-life) or binary classification for categorical outcomes (e.g., BBB penetration, CYP inhibition). Dataset: bbb_martins. (1) The molecule is CC(=O)OCC1=C(C(=O)O)N2C(=O)[C@@H](NC(=O)CCC[C@@H](N)C(=O)O)[C@H]2SC1. The result is 0 (does not penetrate BBB). (2) The drug is OCc1cccnc1. The result is 0 (does not penetrate BBB). (3) The drug is CC1(C)S[C@@H]2[C@H](NC(=O)C(Oc3ccccc3)c3ccccc3)C(=O)N2[C@H]1C(=O)O. The result is 0 (does not penetrate BBB). (4) The compound is COc1cccc2c1C(=O)c1c(O)c3c(c(O)c1C2=O)C[C@@](O)(C(=O)CO)C[C@@H]3O[C@H]1C[C@H](NC(=O)[C@@H](N)CC(C)C)[C@H](O)[C@H](C)O1. The result is 0 (does not penetrate BBB). (5) The drug is COc1cccc(C(=O)NC2C[C@@H]3CC[C@H](C2)N3Cc2ccccc2)c1OC. The result is 1 (penetrates BBB). (6) The compound is O=C(NCCCN1CCOCC1)c1ccc(Cl)cc1. The result is 1 (penetrates BBB). (7) The molecule is CCCCCn1ccc(=O)c(O)c1C. The result is 1 (penetrates BBB). (8) The molecule is COCCCC(=O)OC(C)OC(=O)C1=C(COC(N)=O)CS[C@@H]2[C@H](NC(=O)/C(=N\OC)c3ccco3)C(=O)N12. The result is 0 (does not penetrate BBB). (9) The drug is COc1cc2[nH]c(C)c(CCN3CCN(c4ccccc4)CC3)c2cc1OC. The result is 1 (penetrates BBB).